Dataset: NCI-60 drug combinations with 297,098 pairs across 59 cell lines. Task: Regression. Given two drug SMILES strings and cell line genomic features, predict the synergy score measuring deviation from expected non-interaction effect. (1) Drug 1: C1=CC(=CC=C1C#N)C(C2=CC=C(C=C2)C#N)N3C=NC=N3. Drug 2: CCN(CC)CCCC(C)NC1=C2C=C(C=CC2=NC3=C1C=CC(=C3)Cl)OC. Cell line: HOP-92. Synergy scores: CSS=29.4, Synergy_ZIP=-10.7, Synergy_Bliss=-5.68, Synergy_Loewe=-4.35, Synergy_HSA=-2.06. (2) Drug 1: CCC1=CC2CC(C3=C(CN(C2)C1)C4=CC=CC=C4N3)(C5=C(C=C6C(=C5)C78CCN9C7C(C=CC9)(C(C(C8N6C)(C(=O)OC)O)OC(=O)C)CC)OC)C(=O)OC. Drug 2: CN1C=C(C=N1)C2=C3N=C(C(=C(N3N=C2)N)Br)C4CCCNC4. Cell line: UACC62. Synergy scores: CSS=31.1, Synergy_ZIP=-7.78, Synergy_Bliss=-11.7, Synergy_Loewe=-9.90, Synergy_HSA=-6.63. (3) Drug 1: C1CC(C1)(C(=O)O)C(=O)O.[NH2-].[NH2-].[Pt+2]. Drug 2: CC1C(C(CC(O1)OC2CC(CC3=C2C(=C4C(=C3O)C(=O)C5=CC=CC=C5C4=O)O)(C(=O)C)O)N)O. Cell line: OVCAR-5. Synergy scores: CSS=31.9, Synergy_ZIP=-3.43, Synergy_Bliss=-6.34, Synergy_Loewe=-13.9, Synergy_HSA=-2.68. (4) Drug 1: CN(C)N=NC1=C(NC=N1)C(=O)N. Synergy scores: CSS=-6.17, Synergy_ZIP=-2.19, Synergy_Bliss=-10.1, Synergy_Loewe=-15.3, Synergy_HSA=-11.6. Drug 2: CC12CCC3C(C1CCC2OP(=O)(O)O)CCC4=C3C=CC(=C4)OC(=O)N(CCCl)CCCl.[Na+]. Cell line: BT-549. (5) Drug 1: CC1=CC=C(C=C1)C2=CC(=NN2C3=CC=C(C=C3)S(=O)(=O)N)C(F)(F)F. Drug 2: CC(C)NC(=O)C1=CC=C(C=C1)CNNC.Cl. Cell line: 786-0. Synergy scores: CSS=-0.102, Synergy_ZIP=-0.908, Synergy_Bliss=-2.05, Synergy_Loewe=-4.83, Synergy_HSA=-1.52.